This data is from Catalyst prediction with 721,799 reactions and 888 catalyst types from USPTO. The task is: Predict which catalyst facilitates the given reaction. (1) Reactant: Cl.[NH2:2][C:3]1[CH:8]=[CH:7][C:6]([CH2:9][CH2:10][N:11]2[C:16](/[CH:17]=[CH:18]/[C:19]3[CH:24]=[CH:23][CH:22]=[C:21]([O:25][CH3:26])[CH:20]=3)=[C:15]([Cl:27])[CH:14]=[C:13]([Cl:28])[C:12]2=[O:29])=[CH:5][CH:4]=1.CCN(C(C)C)C(C)C.C([O:41][C:42](=O)[NH:43][S:44]([CH3:47])(=[O:46])=[O:45])C.O. Product: [Cl:28][C:13]1[C:12](=[O:29])[N:11]([CH2:10][CH2:9][C:6]2[CH:5]=[CH:4][C:3]([NH:2][C:42]([NH:43][S:44]([CH3:47])(=[O:46])=[O:45])=[O:41])=[CH:8][CH:7]=2)[C:16](/[CH:17]=[CH:18]/[C:19]2[CH:24]=[CH:23][CH:22]=[C:21]([O:25][CH3:26])[CH:20]=2)=[C:15]([Cl:27])[CH:14]=1. The catalyst class is: 133. (2) Reactant: [NH2:1][C:2]1[CH:7]=[C:6]([Br:8])[CH:5]=[CH:4][C:3]=1[OH:9].[C:10](N1C=CN=C1)(N1C=CN=C1)=[O:11]. Product: [Br:8][C:6]1[CH:5]=[CH:4][C:3]2[O:9][C:10](=[O:11])[NH:1][C:2]=2[CH:7]=1. The catalyst class is: 12. (3) Reactant: [CH2:1]([N:3]1[N:7]=[N:6][C:5]([NH2:8])=[N:4]1)[CH3:2].N1C=CC=CC=1.[C:15]1([O:21][C:22](Cl)=[O:23])[CH:20]=[CH:19][CH:18]=[CH:17][CH:16]=1. Product: [C:15]1([O:21][C:22](=[O:23])[NH:8][C:5]2[N:6]=[N:7][N:3]([CH2:1][CH3:2])[N:4]=2)[CH:20]=[CH:19][CH:18]=[CH:17][CH:16]=1. The catalyst class is: 1. (4) Reactant: Cl.[CH3:2][O:3][C:4](=[O:21])[CH:5]([NH2:20])[C:6]([C:8]1[CH:13]=[CH:12][C:11]([C:14]2[CH:19]=[CH:18][CH:17]=[CH:16][CH:15]=2)=[CH:10][CH:9]=1)=[O:7].[F:22][C:23]([F:34])([F:33])[C:24]1[CH:32]=[CH:31][C:27]([C:28](Cl)=[O:29])=[CH:26][CH:25]=1.C(N(CC)CC)C. Product: [CH3:2][O:3][C:4](=[O:21])[CH:5]([NH:20][C:28](=[O:29])[C:27]1[CH:31]=[CH:32][C:24]([C:23]([F:22])([F:33])[F:34])=[CH:25][CH:26]=1)[C:6]([C:8]1[CH:13]=[CH:12][C:11]([C:14]2[CH:19]=[CH:18][CH:17]=[CH:16][CH:15]=2)=[CH:10][CH:9]=1)=[O:7]. The catalyst class is: 1. (5) Reactant: [F:1][C:2]1[CH:7]=[C:6](F)[C:5]([N+:9]([O-:11])=[O:10])=[CH:4][N:3]=1.[F:12][C:13]([F:17])([F:16])[CH2:14][OH:15].C(N(CC)CC)C. Product: [F:1][C:2]1[CH:7]=[C:6]([O:15][CH2:14][C:13]([F:17])([F:16])[F:12])[C:5]([N+:9]([O-:11])=[O:10])=[CH:4][N:3]=1. The catalyst class is: 7. (6) Reactant: [CH3:1][O:2][C:3]1[CH:10]=[C:9]([O:11][CH:12]2[CH2:17][CH2:16][CH2:15][CH2:14][O:13]2)[CH:8]=[C:7]([CH3:18])[C:4]=1[CH:5]=O.[NH:19]1[CH2:24][CH2:23][CH2:22][CH2:21][CH2:20]1.C(O[BH-](OC(=O)C)OC(=O)C)(=O)C.[Na+]. Product: [CH3:1][O:2][C:3]1[CH:10]=[C:9]([O:11][CH:12]2[CH2:17][CH2:16][CH2:15][CH2:14][O:13]2)[CH:8]=[C:7]([CH3:18])[C:4]=1[CH2:5][N:19]1[CH2:24][CH2:23][CH2:22][CH2:21][CH2:20]1. The catalyst class is: 2.